From a dataset of Reaction yield outcomes from USPTO patents with 853,638 reactions. Predict the reaction yield, written as a fraction of the theoretical maximum amount of product (1.0 means a 100% yield; for example, 0.34 means a 34% yield). (1) The reactants are Br[C:2]1[CH:7]=[CH:6][C:5]([C:8]2[C:21]3[C:22]4=[C:23]5[C:18](=[CH:19][CH:20]=3)[CH:17]=[CH:16][CH:15]=[C:14]5[CH:13]=[CH:12][C:11]4=[CH:10][CH:9]=2)=[CH:4][CH:3]=1.[CH3:24][C:25]1([CH3:59])[C:49]2[C:29]([CH:30]=[C:31]3[CH:48]=[C:47]4[C:34]([C:35]5[C:40]([C:41]6[C:46]4=[CH:45][CH:44]=[CH:43][CH:42]=6)=[CH:39][CH:38]=[CH:37][CH:36]=5)=[CH:33][C:32]3=2)=[CH:28][C:27](B2OC(C)(C)C(C)(C)O2)=[CH:26]1.C([O-])([O-])=O.[Na+].[Na+].CCO. The catalyst is CO.C1(C)C=CC=CC=1. The product is [CH3:59][C:25]1([CH3:24])[C:49]2[C:29]([CH:30]=[C:31]3[CH:48]=[C:47]4[C:34]([C:35]5[C:40]([C:41]6[C:46]4=[CH:45][CH:44]=[CH:43][CH:42]=6)=[CH:39][CH:38]=[CH:37][CH:36]=5)=[CH:33][C:32]3=2)=[CH:28][C:27]([C:2]2[CH:3]=[CH:4][C:5]([C:8]3[C:21]4[C:22]5=[C:23]6[C:18](=[CH:19][CH:20]=4)[CH:17]=[CH:16][CH:15]=[C:14]6[CH:13]=[CH:12][C:11]5=[CH:10][CH:9]=3)=[CH:6][CH:7]=2)=[CH:26]1. The yield is 0.570. (2) The reactants are [NH2:1][C:2]1[N:7]([C:8]2[CH:13]=[CH:12][C:11]([N+:14]([O-])=O)=[CH:10][CH:9]=2)[CH2:6][N:5]=[C:4]2[S:17][CH:18]=[CH:19][C:3]=12.Cl.[Sn].[OH-].[NH4+]. The catalyst is C(OCC)(=O)C. The product is [NH2:1][C:2]1[N:7]([C:8]2[CH:9]=[CH:10][C:11]([NH2:14])=[CH:12][CH:13]=2)[CH2:6][N:5]=[C:4]2[S:17][CH:18]=[CH:19][C:3]=12. The yield is 1.00. (3) The reactants are [Cl:1][C:2]1[CH:10]=[C:9]2[C:5]([C:6]([C:11]([O:13][CH3:14])=[O:12])=[CH:7][NH:8]2)=[CH:4][C:3]=1B1OCC(C)(C)CO1.Cl.Br[C:25]1[CH:30]=[CH:29][C:28]([CH:31]2[CH2:34][CH2:33][NH:32]2)=[CH:27][CH:26]=1.C(=O)([O-])[O-].[K+].[K+].C1(C)C=CC=CC=1. The catalyst is C(OCC)(=O)C.C1C=CC(P(C2C=CC=CC=2)[C-]2C=CC=C2)=CC=1.C1C=CC(P(C2C=CC=CC=2)[C-]2C=CC=C2)=CC=1.Cl[Pd]Cl.[Fe+2].ClCCl.C(O)C. The product is [NH:32]1[CH2:33][CH2:34][CH:31]1[C:28]1[CH:29]=[CH:30][C:25]([C:3]2[CH:4]=[C:5]3[C:9](=[CH:10][C:2]=2[Cl:1])[NH:8][CH:7]=[C:6]3[C:11]([O:13][CH3:14])=[O:12])=[CH:26][CH:27]=1. The yield is 0.490. (4) The reactants are [K].C1C2C(=CC=CC=2)C=CC=1.[CH2:12]1[C:21]2[C:16]3[C:17](=[CH:22][CH:23]=[CH:24][C:15]=3[CH2:14][O:13]1)[CH:18]=[CH:19][CH:20]=2. The catalyst is O1CCCC1. The product is [CH3:14][C:15]1[CH:24]=[CH:23][CH:22]=[C:17]2[C:16]=1[C:21]([CH2:12][OH:13])=[CH:20][CH:19]=[CH:18]2. The yield is 0.580. (5) The reactants are FC(F)(F)S(O[C:7]1[C:12]2[O:13][C:14]3[C:19]([C:11]=2[CH:10]=[CH:9][CH:8]=1)=[CH:18][CH:17]=[CH:16][N:15]=3)(=O)=O.[Br-].[N:23]1[CH:28]=[CH:27][CH:26]=[CH:25][C:24]=1[Zn+]. The catalyst is C1C=CC(/C=C/C(/C=C/C2C=CC=CC=2)=O)=CC=1.C1C=CC(/C=C/C(/C=C/C2C=CC=CC=2)=O)=CC=1.C1C=CC(/C=C/C(/C=C/C2C=CC=CC=2)=O)=CC=1.[Pd].[Pd].CC(C1C=C(C(C)C)C(C2C=CC=CC=2P(C2CCCCC2)C2CCCCC2)=C(C(C)C)C=1)C.C1COCC1. The product is [N:23]1[CH:28]=[CH:27][CH:26]=[CH:25][C:24]=1[C:7]1[C:12]2[O:13][C:14]3[C:19]([C:11]=2[CH:10]=[CH:9][CH:8]=1)=[CH:18][CH:17]=[CH:16][N:15]=3. The yield is 0.870. (6) The reactants are [OH:1][C:2]1[CH:3]=[C:4]2[C:22](=[CH:23][CH:24]=1)[C:7]1([O:12][CH2:11][CH2:10][N:9]([CH2:13][CH2:14][C:15]([O:17][C:18]([CH3:21])([CH3:20])[CH3:19])=[O:16])[CH2:8]1)[CH2:6][CH2:5]2.C([O-])([O-])=O.[K+].[K+].[Cl:31][C:32]1[CH:39]=[CH:38][CH:37]=[C:36]([Cl:40])[C:33]=1[CH2:34]Br. The catalyst is CC#N. The product is [Cl:31][C:32]1[CH:39]=[CH:38][CH:37]=[C:36]([Cl:40])[C:33]=1[CH2:34][O:1][C:2]1[CH:3]=[C:4]2[C:22](=[CH:23][CH:24]=1)[C:7]1([O:12][CH2:11][CH2:10][N:9]([CH2:13][CH2:14][C:15]([O:17][C:18]([CH3:20])([CH3:21])[CH3:19])=[O:16])[CH2:8]1)[CH2:6][CH2:5]2. The yield is 0.830. (7) The catalyst is C1C=CC([P]([Pd]([P](C2C=CC=CC=2)(C2C=CC=CC=2)C2C=CC=CC=2)([P](C2C=CC=CC=2)(C2C=CC=CC=2)C2C=CC=CC=2)[P](C2C=CC=CC=2)(C2C=CC=CC=2)C2C=CC=CC=2)(C2C=CC=CC=2)C2C=CC=CC=2)=CC=1.C1(C)C=CC=CC=1.CCO. The reactants are I[C:2]1[CH:16]=[CH:15][C:5]([CH2:6][C:7]2[CH:12]=[CH:11][C:10]([O:13][CH3:14])=[CH:9][CH:8]=2)=[CH:4][CH:3]=1.C([O-])(O)=O.[Na+].[S:22]1[CH:26]=[CH:25][CH:24]=[C:23]1B(O)O. The product is [CH3:14][O:13][C:10]1[CH:11]=[CH:12][C:7]([CH2:6][C:5]2[CH:15]=[CH:16][C:2]([C:24]3[CH:25]=[CH:26][S:22][CH:23]=3)=[CH:3][CH:4]=2)=[CH:8][CH:9]=1. The yield is 0.790. (8) The reactants are [Br:1][C:2]1[C:8]([C:9]([F:12])([F:11])[F:10])=[CH:7][C:5]([NH2:6])=[CH:4][C:3]=1[Cl:13].[C:14](N1C=CN=C1)(N1C=CN=C1)=[S:15]. The catalyst is C(Cl)Cl. The product is [Br:1][C:2]1[C:8]([C:9]([F:10])([F:11])[F:12])=[CH:7][C:5]([N:6]=[C:14]=[S:15])=[CH:4][C:3]=1[Cl:13]. The yield is 0.710. (9) The reactants are C([O:3][C:4](=[O:18])[CH2:5][CH:6]1[O:10][B:9]([OH:11])[C:8]2[CH:12]=[C:13]([OH:17])[CH:14]=[C:15]([CH3:16])[C:7]1=2)C.[H-].[Na+].Cl[C:22]1[N:27]=[CH:26][CH:25]=[CH:24][N:23]=1.Cl. The catalyst is CN(C=O)C.O. The product is [OH:11][B:9]1[C:8]2[CH:12]=[C:13]([O:17][C:22]3[N:27]=[CH:26][CH:25]=[CH:24][N:23]=3)[CH:14]=[C:15]([CH3:16])[C:7]=2[CH:6]([CH2:5][C:4]([OH:3])=[O:18])[O:10]1. The yield is 0.220.